Predict which catalyst facilitates the given reaction. From a dataset of Catalyst prediction with 721,799 reactions and 888 catalyst types from USPTO. (1) Reactant: [CH2:1]1[CH2:5][N:4]([C:6]([O:8][CH2:9][C:10]2[CH:15]=[CH:14][CH:13]=[CH:12][CH:11]=2)=[O:7])[C@@H:3]([C:16]([OH:18])=O)[CH2:2]1.[CH2:19]([CH:26]1[CH2:31][CH2:30][NH:29][CH2:28][CH2:27]1)[C:20]1[CH:25]=[CH:24][CH:23]=[CH:22][CH:21]=1.OC1C2N=NNC=2C=CC=1.CCN=C=NCCCN(C)C. Product: [CH2:9]([O:8][C:6]([N:4]1[CH2:5][CH2:1][CH2:2][C@@H:3]1[C:16]([N:29]1[CH2:30][CH2:31][CH:26]([CH2:19][C:20]2[CH:25]=[CH:24][CH:23]=[CH:22][CH:21]=2)[CH2:27][CH2:28]1)=[O:18])=[O:7])[C:10]1[CH:11]=[CH:12][CH:13]=[CH:14][CH:15]=1. The catalyst class is: 2. (2) Reactant: C([O:3][C:4]([C:6]1[CH:7]=[CH:8][C:9]2[N:13]=[CH:12][NH:11][C:10]=2[CH:14]=1)=O)C.O.[NH2:16][NH2:17]. Product: [NH:11]1[C:10]2[CH:14]=[C:6]([C:4]([NH:16][NH2:17])=[O:3])[CH:7]=[CH:8][C:9]=2[N:13]=[CH:12]1. The catalyst class is: 8. (3) Reactant: [CH3:1][O:2][CH:3]1[CH2:7][CH2:6][N:5]([C:8]2[CH:9]=[C:10]([S:14]([O-:16])=[O:15])[CH:11]=[CH:12][CH:13]=2)[CH2:4]1.[Li+].C1C(=O)N([Cl:25])C(=O)C1.CCOC(C)=O. Product: [CH3:1][O:2][CH:3]1[CH2:7][CH2:6][N:5]([C:8]2[CH:9]=[C:10]([S:14]([Cl:25])(=[O:16])=[O:15])[CH:11]=[CH:12][CH:13]=2)[CH2:4]1. The catalyst class is: 2. (4) Reactant: [CH3:1][O:2][C:3]1[CH:19]=[C:18]([O:20][CH3:21])[CH:17]=[CH:16][C:4]=1[C:5]([CH:7]1[CH2:14][C:10]2[S:11][CH:12]=[CH:13][C:9]=2[C:8]1=O)=O.O.[NH2:23][NH2:24].C(O)(=O)C. Product: [CH3:1][O:2][C:3]1[CH:19]=[C:18]([O:20][CH3:21])[CH:17]=[CH:16][C:4]=1[C:5]1[C:7]2[CH2:14][C:10]3[S:11][CH:12]=[CH:13][C:9]=3[C:8]=2[NH:24][N:23]=1. The catalyst class is: 8. (5) Reactant: Cl[C:2]1[C:7]([C:8]#[N:9])=[C:6]([Cl:10])[N:5]=[C:4]([S:11][CH3:12])[N:3]=1.[O:13]1[C:17]2[CH:18]=[CH:19][C:20]([NH2:22])=[CH:21][C:16]=2OC1.CN([CH:26]=[O:27])C. Product: [O:13]1[C:17]2[CH:18]=[CH:19][C:20]([NH:22][C:2]3[C:7]([C:8]#[N:9])=[C:6]([Cl:10])[N:5]=[C:4]([S:11][CH3:12])[N:3]=3)=[CH:21][C:16]=2[CH2:26][O:27]1. The catalyst class is: 6. (6) Reactant: [Cl:1][C:2]1[CH:7]=[C:6]([C:8]2[CH:13]=[CH:12][CH:11]=[C:10]([Cl:14])[CH:9]=2)[N:5]2[N:15]=[C:16]([CH3:18])[CH:17]=[C:4]2[N:3]=1.[I:19]N1C(=O)CCC1=O. Product: [Cl:1][C:2]1[CH:7]=[C:6]([C:8]2[CH:13]=[CH:12][CH:11]=[C:10]([Cl:14])[CH:9]=2)[N:5]2[N:15]=[C:16]([CH3:18])[C:17]([I:19])=[C:4]2[N:3]=1. The catalyst class is: 2. (7) Reactant: [H-].[Na+].C#CCN1[CH2:11][CH2:10][N:9]([CH2:12][C:13]2[CH:22]=[CH:21][C:20]([OH:23])=[C:19]3[C:14]=2[CH:15]=[CH:16][CH:17]=[N:18]3)[CH2:8][CH2:7]1.[CH3:24][N:25]([CH3:29])[C:26](Cl)=[O:27]. Product: [CH3:24][N:25]([CH3:29])[C:26](=[O:27])[O:23][C:20]1[CH:21]=[CH:22][C:13]([CH2:12][N:9]2[CH2:8][CH2:7][CH:15]([CH2:14][C:13]#[CH:12])[CH2:11][CH2:10]2)=[C:14]2[C:19]=1[N:18]=[CH:17][CH:16]=[CH:15]2. The catalyst class is: 1. (8) Reactant: [H-].[Al+3].[Li+].[H-].[H-].[H-].[NH2:7][C:8]1[C:13]([C:14](OCC)=[O:15])=[CH:12][N:11]=[C:10]([Cl:19])[CH:9]=1. Product: [NH2:7][C:8]1[CH:9]=[C:10]([Cl:19])[N:11]=[CH:12][C:13]=1[CH2:14][OH:15]. The catalyst class is: 1.